Dataset: Catalyst prediction with 721,799 reactions and 888 catalyst types from USPTO. Task: Predict which catalyst facilitates the given reaction. (1) Reactant: [Br:1][C:2]1[CH:3]=[C:4]([CH:20]=[CH:21][CH:22]=1)[CH2:5][C:6]1[CH:7]=[C:8]([CH:11]([C:13]2[C:14]([Cl:19])=[N:15][CH:16]=[N:17][CH:18]=2)[OH:12])[S:9][CH:10]=1.CC(OI1(OC(C)=O)(OC(C)=O)OC(=O)C2C=CC=CC1=2)=O. Product: [Br:1][C:2]1[CH:3]=[C:4]([CH:20]=[CH:21][CH:22]=1)[CH2:5][C:6]1[CH:7]=[C:8]([C:11]([C:13]2[C:14]([Cl:19])=[N:15][CH:16]=[N:17][CH:18]=2)=[O:12])[S:9][CH:10]=1. The catalyst class is: 2. (2) Reactant: [NH2:1][CH2:2][CH:3]1[CH2:8][CH2:7][N:6]([C:9]([O:11][CH2:12][C:13]2[CH:18]=[CH:17][CH:16]=[CH:15][CH:14]=2)=[O:10])[CH2:5][CH2:4]1.Cl[C:20]1[N:25]=[CH:24][C:23]([F:26])=[CH:22][N:21]=1.C(N(CC)CC)C. Product: [CH2:12]([O:11][C:9]([N:6]1[CH2:7][CH2:8][CH:3]([CH2:2][NH:1][C:20]2[N:25]=[CH:24][C:23]([F:26])=[CH:22][N:21]=2)[CH2:4][CH2:5]1)=[O:10])[C:13]1[CH:14]=[CH:15][CH:16]=[CH:17][CH:18]=1. The catalyst class is: 3. (3) Reactant: [H-].[Na+].[CH2:3]([C:6]#[N:7])[C:4]#[N:5].[N+:8]([C:11]1[CH:19]=[CH:18][C:14]([C:15](Cl)=O)=[CH:13][CH:12]=1)([O-:10])=[O:9].S(OC)(OC)(=O)=O.C(N(CC)CC)C.Cl.[C:35]([NH:39][NH2:40])([CH3:38])([CH3:37])[CH3:36]. Product: [NH2:5][C:4]1[N:39]([C:35]([CH3:38])([CH3:37])[CH3:36])[N:40]=[C:15]([C:14]2[CH:18]=[CH:19][C:11]([N+:8]([O-:10])=[O:9])=[CH:12][CH:13]=2)[C:3]=1[C:6]#[N:7]. The catalyst class is: 7. (4) Reactant: [CH3:1][O:2][C:3]([C:5]1[CH:10]=[C:9]([NH2:11])[CH:8]=[CH:7][N:6]=1)=[O:4].[C:12]1([C:18]([C:21]2[CH:26]=[CH:25][CH:24]=[CH:23][CH:22]=2)=[N+]=[N-])[CH:17]=[CH:16][CH:15]=[CH:14][CH:13]=1.[S:27](=[O:29])=[O:28]. Product: [CH3:1][O:2][C:3]([C:5]1[CH:10]=[C:9]([NH:11][S:27]([CH:18]([C:21]2[CH:26]=[CH:25][CH:24]=[CH:23][CH:22]=2)[C:12]2[CH:17]=[CH:16][CH:15]=[CH:14][CH:13]=2)(=[O:29])=[O:28])[CH:8]=[CH:7][N:6]=1)=[O:4]. The catalyst class is: 7. (5) Reactant: [F:1][C:2]([F:23])([F:22])[C:3]1[C:4]([CH:9]2[CH2:14][CH2:13][N:12](C(OC(C)(C)C)=O)[CH2:11][CH2:10]2)=[N:5][CH:6]=[CH:7][CH:8]=1.C(O)(C(F)(F)F)=O. Product: [NH:12]1[CH2:11][CH2:10][CH:9]([C:4]2[C:3]([C:2]([F:23])([F:1])[F:22])=[CH:8][CH:7]=[CH:6][N:5]=2)[CH2:14][CH2:13]1. The catalyst class is: 4.